Dataset: NCI-60 drug combinations with 297,098 pairs across 59 cell lines. Task: Regression. Given two drug SMILES strings and cell line genomic features, predict the synergy score measuring deviation from expected non-interaction effect. (1) Drug 1: CCC1=C2CN3C(=CC4=C(C3=O)COC(=O)C4(CC)O)C2=NC5=C1C=C(C=C5)O. Drug 2: COC1=C2C(=CC3=C1OC=C3)C=CC(=O)O2. Cell line: MDA-MB-435. Synergy scores: CSS=17.2, Synergy_ZIP=-2.08, Synergy_Bliss=-1.58, Synergy_Loewe=-89.3, Synergy_HSA=-4.23. (2) Drug 1: CC1CCC2CC(C(=CC=CC=CC(CC(C(=O)C(C(C(=CC(C(=O)CC(OC(=O)C3CCCCN3C(=O)C(=O)C1(O2)O)C(C)CC4CCC(C(C4)OC)OCCO)C)C)O)OC)C)C)C)OC. Drug 2: C1C(C(OC1N2C=NC3=C2NC=NCC3O)CO)O. Cell line: SK-MEL-5. Synergy scores: CSS=20.4, Synergy_ZIP=-6.28, Synergy_Bliss=-2.48, Synergy_Loewe=-8.07, Synergy_HSA=0.563. (3) Drug 1: C1=CC=C(C(=C1)C(C2=CC=C(C=C2)Cl)C(Cl)Cl)Cl. Drug 2: C1CNP(=O)(OC1)N(CCCl)CCCl. Cell line: NCIH23. Synergy scores: CSS=-0.741, Synergy_ZIP=2.59, Synergy_Bliss=0.465, Synergy_Loewe=-1.88, Synergy_HSA=-3.80. (4) Drug 2: C1=NNC2=C1C(=O)NC=N2. Synergy scores: CSS=23.0, Synergy_ZIP=-4.87, Synergy_Bliss=0.878, Synergy_Loewe=-12.0, Synergy_HSA=0.115. Cell line: SN12C. Drug 1: C1=NC2=C(N1)C(=S)N=CN2.